From a dataset of Forward reaction prediction with 1.9M reactions from USPTO patents (1976-2016). Predict the product of the given reaction. Given the reactants [C:1](Cl)(Cl)=[O:2].[NH2:5][C:6]1[C:7]([OH:23])=[C:8]([C:20](=[O:22])[CH3:21])[CH:9]=[C:10]([O:12][CH2:13][C:14]2[CH:19]=[CH:18][CH:17]=[CH:16][CH:15]=2)[CH:11]=1.Cl, predict the reaction product. The product is: [C:20]([C:8]1[C:7]2[O:23][C:1](=[O:2])[NH:5][C:6]=2[CH:11]=[C:10]([O:12][CH2:13][C:14]2[CH:19]=[CH:18][CH:17]=[CH:16][CH:15]=2)[CH:9]=1)(=[O:22])[CH3:21].